Predict the product of the given reaction. From a dataset of Forward reaction prediction with 1.9M reactions from USPTO patents (1976-2016). (1) Given the reactants [NH2:1][C:2]1[C:7]([F:8])=[CH:6][C:5]([NH:9][CH2:10][CH:11]([OH:21])[CH2:12][O:13][CH2:14][C:15]2[CH:20]=[CH:19][CH:18]=[CH:17][CH:16]=2)=[C:4]([C:22]#[C:23][C:24]([CH3:35])([CH3:34])[CH2:25][O:26][CH2:27][C:28]2[CH:33]=[CH:32][CH:31]=[CH:30][CH:29]=2)[CH:3]=1, predict the reaction product. The product is: [NH2:1][C:2]1[CH:3]=[C:4]2[C:5](=[CH:6][C:7]=1[F:8])[N:9]([CH2:10][C@@H:11]([OH:21])[CH2:12][O:13][CH2:14][C:15]1[CH:20]=[CH:19][CH:18]=[CH:17][CH:16]=1)[C:23]([C:24]([CH3:35])([CH3:34])[CH2:25][O:26][CH2:27][C:28]1[CH:29]=[CH:30][CH:31]=[CH:32][CH:33]=1)=[CH:22]2. (2) Given the reactants [F:1][C@@H:2]([C:13]1[CH:18]=[CH:17][CH:16]=[CH:15][CH:14]=1)[C@H:3]([NH:6][S@@](C(C)(C)C)=O)[CH:4]=[CH2:5].CO.Cl.[O:22](C(OC(C)(C)C)=O)[C:23]([O:25][C:26]([CH3:29])([CH3:28])[CH3:27])=O, predict the reaction product. The product is: [F:1][C@@H:2]([C:13]1[CH:14]=[CH:15][CH:16]=[CH:17][CH:18]=1)[C@H:3]([NH:6][C:23](=[O:22])[O:25][C:26]([CH3:29])([CH3:28])[CH3:27])[CH:4]=[CH2:5]. (3) Given the reactants [C:1]([C:5]1[CH:10]=[CH:9][CH:8]=[CH:7][C:6]=1[N:11]1[CH2:16][CH2:15][N:14]([C:17](=[O:21])[C:18]([OH:20])=O)[CH2:13][CH2:12]1)([CH3:4])([CH3:3])[CH3:2].CCN=C=NCCCN(C)C.C1C=CC2N(O)N=NC=2C=1.[CH2:43]([NH:50][CH2:51][CH3:52])[C:44]1[CH:49]=[CH:48][CH:47]=[CH:46][CH:45]=1, predict the reaction product. The product is: [CH2:43]([N:50]([CH2:51][CH3:52])[C:18](=[O:20])[C:17]([N:14]1[CH2:13][CH2:12][N:11]([C:6]2[CH:7]=[CH:8][CH:9]=[CH:10][C:5]=2[C:1]([CH3:2])([CH3:3])[CH3:4])[CH2:16][CH2:15]1)=[O:21])[C:44]1[CH:49]=[CH:48][CH:47]=[CH:46][CH:45]=1. (4) Given the reactants [C:1]([O:4][CH2:5][C:6]1[C:11]([N:12]2[C:24](=[O:25])[C:23]3[N:15]([C:16]4[CH:17]5[CH2:26][CH:20]([C:21]=4[CH:22]=3)[CH2:19][CH2:18]5)[CH2:14][CH2:13]2)=[CH:10][C:9]([F:27])=[CH:8][C:7]=1Br)(=[O:3])[CH3:2].[CH3:29][N:30]1[CH:35]=[C:34](B2OC(C)(C)C(C)(C)O2)[CH:33]=[C:32]([NH:45][C:46]2[CH:51]=[CH:50][N:49]=[CH:48][N:47]=2)[C:31]1=[O:52].C([O-])([O-])=O.[Na+].[Na+], predict the reaction product. The product is: [C:1]([O:4][CH2:5][C:6]1[C:11]([N:12]2[C:24](=[O:25])[C:23]3[N:15]([C:16]4[CH:17]5[CH2:26][CH:20]([C:21]=4[CH:22]=3)[CH2:19][CH2:18]5)[CH2:14][CH2:13]2)=[CH:10][C:9]([F:27])=[CH:8][C:7]=1[C:34]1[CH:33]=[C:32]([NH:45][C:46]2[CH:51]=[CH:50][N:49]=[CH:48][N:47]=2)[C:31](=[O:52])[N:30]([CH3:29])[CH:35]=1)(=[O:3])[CH3:2]. (5) Given the reactants [CH3:1][S:2](Cl)(=[O:4])=[O:3].Cl.[CH3:7][O:8][C:9](=[O:15])[C@@H:10]1[CH2:14][CH2:13][CH2:12][NH:11]1.C(N(CC)CC)C, predict the reaction product. The product is: [CH3:1][S:2]([N:11]1[CH2:12][CH2:13][CH2:14][CH:10]1[C:9]([O:8][CH3:7])=[O:15])(=[O:4])=[O:3]. (6) Given the reactants [NH2:1][CH2:2][C:3]1[CH:4]=[C:5]([Sn:10]([CH3:13])([CH3:12])[CH3:11])[CH:6]=[CH:7][C:8]=1[F:9].[CH3:14][C:15](OC(C)=O)=[O:16].CCN(CC)CC.CCOC(C)=O.O, predict the reaction product. The product is: [C:15]([NH:1][CH2:2][C:3]1[CH:4]=[C:5]([Sn:10]([CH3:13])([CH3:12])[CH3:11])[CH:6]=[CH:7][C:8]=1[F:9])(=[O:16])[CH3:14]. (7) Given the reactants F[B-](F)(F)F.[CH3:6][O+](C)C.C(C1C=CC=C(C(C)(C)C)N=1)(C)(C)C.[CH2:24]([O:31][C:32](=[O:45])[NH:33][C:34]1[C:35]([OH:44])=[N:36][C:37]([CH2:40][CH2:41][CH:42]=[CH2:43])=[CH:38][CH:39]=1)[C:25]1[CH:30]=[CH:29][CH:28]=[CH:27][CH:26]=1, predict the reaction product. The product is: [CH2:24]([O:31][C:32](=[O:45])[NH:33][C:34]1[C:35]([O:44][CH3:6])=[N:36][C:37]([CH2:40][CH2:41][CH:42]=[CH2:43])=[CH:38][CH:39]=1)[C:25]1[CH:30]=[CH:29][CH:28]=[CH:27][CH:26]=1.